Predict the reaction yield, written as a fraction of the theoretical maximum amount of product (1.0 means a 100% yield; for example, 0.34 means a 34% yield). From a dataset of Reaction yield outcomes from USPTO patents with 853,638 reactions. (1) The reactants are [NH2:1][C:2]1[NH:7][C:6](=[O:8])[CH:5]=[C:4](Cl)[N:3]=1.[NH2:10][NH2:11]. The catalyst is O. The product is [NH2:1][C:2]1[NH:7][C:6](=[O:8])[CH:5]=[C:4]([NH:10][NH2:11])[N:3]=1. The yield is 0.460. (2) The reactants are [CH:1]1([C:4]2[N:5]=[C:6]([CH3:26])[NH:7][C:8](=[O:25])[C:9]=2[CH2:10][C:11]2[CH:16]=[CH:15][C:14]([C:17]3[C:18]([C:23]#[N:24])=[CH:19][CH:20]=[CH:21][CH:22]=3)=[CH:13][CH:12]=2)[CH2:3][CH2:2]1.[CH:27]([O:30][C:31]1[CH:36]=[CH:35][C:34](B(O)O)=[CH:33][CH:32]=1)([CH3:29])[CH3:28].C(N(CC)CC)C.N1C=CC=CC=1. The catalyst is C([O-])(=O)C.[Cu+2].C([O-])(=O)C.C(OCC)(=O)C.C(Cl)Cl. The product is [CH:1]1([C:4]2[N:5]=[C:6]([CH3:26])[N:7]([C:34]3[CH:35]=[CH:36][C:31]([O:30][CH:27]([CH3:29])[CH3:28])=[CH:32][CH:33]=3)[C:8](=[O:25])[C:9]=2[CH2:10][C:11]2[CH:16]=[CH:15][C:14]([C:17]3[C:18]([C:23]#[N:24])=[CH:19][CH:20]=[CH:21][CH:22]=3)=[CH:13][CH:12]=2)[CH2:2][CH2:3]1. The yield is 0.270. (3) The reactants are [CH3:1][S:2]([NH:5][NH2:6])(=[O:4])=[O:3].CCN(C(C)C)C(C)C.C[O:17][C:18](=O)[C:19]1[CH:24]=[C:23]([C:25]2[CH:26]=[N:27][N:28]([CH3:30])[CH:29]=2)[C:22]([C:31]([F:34])([F:33])[F:32])=[CH:21][C:20]=1[NH:35][C:36](OC1C=CC(Cl)=CC=1)=[O:37]. The catalyst is O1CCOCC1. The product is [CH3:30][N:28]1[CH:29]=[C:25]([C:23]2[CH:24]=[C:19]3[C:20](=[CH:21][C:22]=2[C:31]([F:32])([F:33])[F:34])[NH:35][C:36](=[O:37])[N:6]([NH:5][S:2]([CH3:1])(=[O:4])=[O:3])[C:18]3=[O:17])[CH:26]=[N:27]1. The yield is 0.420.